Regression. Given two drug SMILES strings and cell line genomic features, predict the synergy score measuring deviation from expected non-interaction effect. From a dataset of NCI-60 drug combinations with 297,098 pairs across 59 cell lines. (1) Drug 1: CC1=C2C(C(=O)C3(C(CC4C(C3C(C(C2(C)C)(CC1OC(=O)C(C(C5=CC=CC=C5)NC(=O)OC(C)(C)C)O)O)OC(=O)C6=CC=CC=C6)(CO4)OC(=O)C)OC)C)OC. Drug 2: CC1C(C(CC(O1)OC2CC(CC3=C2C(=C4C(=C3O)C(=O)C5=C(C4=O)C(=CC=C5)OC)O)(C(=O)C)O)N)O.Cl. Cell line: EKVX. Synergy scores: CSS=38.4, Synergy_ZIP=1.37, Synergy_Bliss=4.90, Synergy_Loewe=-13.8, Synergy_HSA=6.42. (2) Drug 1: C1CCC(CC1)NC(=O)N(CCCl)N=O. Drug 2: C1=CN(C(=O)N=C1N)C2C(C(C(O2)CO)O)O.Cl. Cell line: SF-268. Synergy scores: CSS=41.2, Synergy_ZIP=0.222, Synergy_Bliss=5.62, Synergy_Loewe=-5.69, Synergy_HSA=7.44. (3) Drug 1: CCC1=CC2CC(C3=C(CN(C2)C1)C4=CC=CC=C4N3)(C5=C(C=C6C(=C5)C78CCN9C7C(C=CC9)(C(C(C8N6C)(C(=O)OC)O)OC(=O)C)CC)OC)C(=O)OC.C(C(C(=O)O)O)(C(=O)O)O. Drug 2: CN(C(=O)NC(C=O)C(C(C(CO)O)O)O)N=O. Cell line: NCI-H522. Synergy scores: CSS=52.2, Synergy_ZIP=-3.16, Synergy_Bliss=-3.34, Synergy_Loewe=-36.0, Synergy_HSA=-1.67. (4) Drug 1: CN1CCC(CC1)COC2=C(C=C3C(=C2)N=CN=C3NC4=C(C=C(C=C4)Br)F)OC. Drug 2: C1CN(CCN1C(=O)CCBr)C(=O)CCBr. Cell line: IGROV1. Synergy scores: CSS=55.5, Synergy_ZIP=-2.98, Synergy_Bliss=-3.20, Synergy_Loewe=-0.514, Synergy_HSA=1.06.